This data is from Reaction yield outcomes from USPTO patents with 853,638 reactions. The task is: Predict the reaction yield, written as a fraction of the theoretical maximum amount of product (1.0 means a 100% yield; for example, 0.34 means a 34% yield). (1) The reactants are [Br:1][C:2]1[CH:3]=[CH:4][C:5]([C:8]([NH:10][C:11]2[CH:33]=[C:32]3[C:14]([CH2:15][C:16]([CH3:35])([CH3:34])[CH2:17][C:18]43[CH2:23][CH2:22][S:21][C:20]([NH:24]C(=O)OC(C)(C)C)=[N:19]4)=[CH:13][CH:12]=2)=[O:9])=[N:6][CH:7]=1.C(O)(C(F)(F)F)=O. The yield is 0.570. The catalyst is C(Cl)Cl. The product is [NH2:24][C:20]1[S:21][CH2:22][CH2:23][C:18]2([C:32]3[C:14](=[CH:13][CH:12]=[C:11]([NH:10][C:8](=[O:9])[C:5]4[CH:4]=[CH:3][C:2]([Br:1])=[CH:7][N:6]=4)[CH:33]=3)[CH2:15][C:16]([CH3:35])([CH3:34])[CH2:17]2)[N:19]=1. (2) The reactants are [C:1]1([C:7]2[CH:12]=[C:11]([CH2:13][S:14]([N:17]3[CH2:22][C@H:21]([CH3:23])[NH:20][C@H:19]([CH3:24])[CH2:18]3)(=[O:16])=[O:15])[CH:10]=[CH:9][C:8]=2[NH:25][C:26]([C:28]2[N:29](COCC[Si](C)(C)C)[CH:30]=[C:31]([C:33]#[N:34])[N:32]=2)=[O:27])[CH2:6][CH2:5][CH2:4][CH2:3][CH:2]=1.CCO.C(O)(C(F)(F)F)=O. The catalyst is C(Cl)Cl. The product is [C:1]1([C:7]2[CH:12]=[C:11]([CH2:13][S:14]([N:17]3[CH2:18][C@H:19]([CH3:24])[NH:20][C@H:21]([CH3:23])[CH2:22]3)(=[O:15])=[O:16])[CH:10]=[CH:9][C:8]=2[NH:25][C:26]([C:28]2[NH:29][CH:30]=[C:31]([C:33]#[N:34])[N:32]=2)=[O:27])[CH2:6][CH2:5][CH2:4][CH2:3][CH:2]=1. The yield is 0.0700.